Dataset: Full USPTO retrosynthesis dataset with 1.9M reactions from patents (1976-2016). Task: Predict the reactants needed to synthesize the given product. (1) Given the product [CH3:13][C:14]1[N:19]=[CH:18][C:17]([C:20]2[CH:21]=[CH:22][C:23]3[N:29]4[CH2:30][C@H:26]([CH2:27][CH2:28]4)[N:25]([C:5]([NH:45][CH2:44][C:43]([F:47])([F:46])[F:42])=[O:11])[C:24]=3[N:31]=2)=[CH:16][CH:15]=1, predict the reactants needed to synthesize it. The reactants are: ClC(Cl)(O[C:5](=[O:11])OC(Cl)(Cl)Cl)Cl.[CH3:13][C:14]1[N:19]=[CH:18][C:17]([C:20]2[CH:21]=[CH:22][C:23]3[N:29]4[CH2:30][C@H:26]([CH2:27][CH2:28]4)[NH:25][C:24]=3[N:31]=2)=[CH:16][CH:15]=1.CCN(C(C)C)C(C)C.Cl.[F:42][C:43]([F:47])([F:46])[CH2:44][NH2:45]. (2) Given the product [Cl:14][C:15]1[CH:23]=[CH:22][CH:21]=[C:20]([CH:24]2[CH2:25][CH2:26]2)[C:16]=1[C:17]([N:6]1[C:7]2[C:3](=[C:2]([F:1])[CH:10]=[CH:9][CH:8]=2)[C:4]([I:11])=[N:5]1)=[O:18], predict the reactants needed to synthesize it. The reactants are: [F:1][C:2]1[CH:10]=[CH:9][CH:8]=[C:7]2[C:3]=1[C:4]([I:11])=[N:5][NH:6]2.[H-].[Na+].[Cl:14][C:15]1[CH:23]=[CH:22][CH:21]=[C:20]([CH:24]2[CH2:26][CH2:25]2)[C:16]=1[C:17](Cl)=[O:18]. (3) Given the product [NH2:1][CH2:4][CH:5]1[CH2:10][CH2:9][N:8]([C:11]([O:13][C:14]([CH3:17])([CH3:16])[CH3:15])=[O:12])[CH2:7][CH2:6]1, predict the reactants needed to synthesize it. The reactants are: [N:1]([CH2:4][CH:5]1[CH2:10][CH2:9][N:8]([C:11]([O:13][C:14]([CH3:17])([CH3:16])[CH3:15])=[O:12])[CH2:7][CH2:6]1)=[N+]=[N-].C1(P(C2C=CC=CC=2)C2C=CC=CC=2)C=CC=CC=1.O. (4) Given the product [CH:1]1([C:4]([N:7]([C:8]2[C:13]([C:14]#[CH:15])=[C:12]([O:16][C:17]3[CH:18]=[CH:19][C:20]([NH:23][C:24]([NH:26][C:27]4[CH:28]=[CH:29][C:30]([F:33])=[CH:31][CH:32]=4)=[O:25])=[CH:21][CH:22]=3)[CH:11]=[CH:10][N:9]=2)[C:45]([CH:44]2[CH2:42][CH2:43]2)=[O:41])=[O:5])[CH2:3][CH2:2]1, predict the reactants needed to synthesize it. The reactants are: [CH:1]1([C:4](Cl)=[O:5])[CH2:3][CH2:2]1.[NH2:7][C:8]1[C:13]([C:14]#[CH:15])=[C:12]([O:16][C:17]2[CH:22]=[CH:21][C:20]([NH:23][C:24]([NH:26][C:27]3[CH:32]=[CH:31][C:30]([F:33])=[CH:29][CH:28]=3)=[O:25])=[CH:19][CH:18]=2)[CH:11]=[CH:10][N:9]=1.C(N(CC)CC)C.[O:41]1[CH2:45][CH2:44][CH2:43][CH2:42]1. (5) Given the product [Br:12][C:13]1[C:18]([CH2:19][C:20]([C:22]2[CH:27]=[CH:26][CH:25]=[C:24]([Cl:28])[CH:23]=2)=[O:21])=[CH:17][CH:16]=[CH:15][N:14]=1, predict the reactants needed to synthesize it. The reactants are: [Cr](Cl)([O-])(=O)=O.[NH+]1C=CC=CC=1.[Br:12][C:13]1[C:18]([CH2:19][CH:20]([C:22]2[CH:27]=[CH:26][CH:25]=[C:24]([Cl:28])[CH:23]=2)[OH:21])=[CH:17][CH:16]=[CH:15][N:14]=1. (6) Given the product [CH2:2]([N:4]([C@@H:5]([CH3:15])[CH2:6][C:7]1[CH:8]=[CH:9][C:10]([S:13][CH3:14])=[CH:11][CH:12]=1)[CH2:33][CH2:32][CH2:31][CH2:30][N:29]1[CH2:28][CH2:27][CH2:26][O:25][C:24]1=[O:23])[CH3:3], predict the reactants needed to synthesize it. The reactants are: Cl.[CH2:2]([NH:4][C@@H:5]([CH3:15])[CH2:6][C:7]1[CH:12]=[CH:11][C:10]([S:13][CH3:14])=[CH:9][CH:8]=1)[CH3:3].C(N(CC)CC)C.[O:23]=[C:24]1[N:29]([CH2:30][CH2:31][CH2:32][CH:33]=O)[CH2:28][CH2:27][CH2:26][O:25]1.C(O[BH-](OC(=O)C)OC(=O)C)(=O)C.[Na+].